Dataset: Forward reaction prediction with 1.9M reactions from USPTO patents (1976-2016). Task: Predict the product of the given reaction. (1) Given the reactants [OH:1][C:2]1[C:11]2[C:6](=[CH:7][CH:8]=[C:9]([C:12]3[CH:17]=[CH:16][CH:15]=[CH:14][CH:13]=3)[CH:10]=2)[C:5]2([CH2:21][CH2:20][CH2:19][CH2:18]2)[C:4](=[O:22])[C:3]=1[C:23]([NH:25][CH2:26][C:27]([O:29]C(C)(C)C)=[O:28])=[O:24], predict the reaction product. The product is: [OH:1][C:2]1[C:11]2[C:6](=[CH:7][CH:8]=[C:9]([C:12]3[CH:13]=[CH:14][CH:15]=[CH:16][CH:17]=3)[CH:10]=2)[C:5]2([CH2:21][CH2:20][CH2:19][CH2:18]2)[C:4](=[O:22])[C:3]=1[C:23]([NH:25][CH2:26][C:27]([OH:29])=[O:28])=[O:24]. (2) Given the reactants [CH2:1]([O:3][C:4](=[O:22])[C:5](=[C:9]1[CH2:14][CH2:13][N:12]([CH2:15][C:16]2[CH:21]=[CH:20][CH:19]=[CH:18][CH:17]=2)[CH2:11][CH2:10]1)[NH:6][CH:7]=[O:8])[CH3:2].[SH:23][CH2:24][CH2:25][OH:26].C[O-].[Na+], predict the reaction product. The product is: [CH2:15]([N:12]1[CH2:13][CH2:14][C:9]([CH:5]([NH:6][CH:7]=[O:8])[C:4]([O:3][CH2:1][CH3:2])=[O:22])([S:23][CH2:24][CH2:25][OH:26])[CH2:10][CH2:11]1)[C:16]1[CH:21]=[CH:20][CH:19]=[CH:18][CH:17]=1. (3) Given the reactants [NH2:1][C@@H:2]([CH2:23][C:24]1[CH:29]=[CH:28][CH:27]=[CH:26][CH:25]=1)[C@H:3]([OH:22])[CH2:4][N:5](OC(CC)C)[S:6]([C:9]1[CH:14]=[CH:13][C:12]([O:15][CH3:16])=[CH:11][CH:10]=1)(=[O:8])=[O:7].[O:30]1[CH2:34][CH2:33][C@H:32]([O:35][C:36]([O:38]N2C(=O)CCC2=O)=O)[CH2:31]1.[CH:46](N(C(C)C)CC)(C)C.[CH2:55]1C[O:58][CH2:57][CH2:56]1, predict the reaction product. The product is: [CH2:23]([C@H:2]([NH:1][C:36](=[O:38])[O:35][C@H:32]1[CH2:33][CH2:34][O:30][CH2:31]1)[C@@H:3]([OH:22])[CH:4]([NH:5][S:6]([C:9]1[CH:14]=[CH:13][C:12]([O:15][CH3:16])=[CH:11][CH:10]=1)(=[O:7])=[O:8])[O:58][CH:57]([CH2:56][CH3:55])[CH3:46])[C:24]1[CH:25]=[CH:26][CH:27]=[CH:28][CH:29]=1.